Dataset: Full USPTO retrosynthesis dataset with 1.9M reactions from patents (1976-2016). Task: Predict the reactants needed to synthesize the given product. Given the product [CH2:1]([O:8][C:9]1[CH:14]=[CH:13][N:12]([C:15]2[CH:16]=[N:17][C:18]([N:21]3[CH2:25][CH2:24][CH:23]([C:26]([N:32]([CH3:33])[CH3:31])=[O:27])[CH2:22]3)=[CH:19][CH:20]=2)[C:11](=[O:29])[CH:10]=1)[C:2]1[CH:3]=[CH:4][CH:5]=[CH:6][CH:7]=1, predict the reactants needed to synthesize it. The reactants are: [CH2:1]([O:8][C:9]1[CH:14]=[CH:13][N:12]([C:15]2[CH:16]=[N:17][C:18]([N:21]3[CH2:25][CH2:24][CH:23]([C:26](O)=[O:27])[CH2:22]3)=[CH:19][CH:20]=2)[C:11](=[O:29])[CH:10]=1)[C:2]1[CH:7]=[CH:6][CH:5]=[CH:4][CH:3]=1.Cl.[CH3:31][NH:32][CH3:33].